Task: Predict the product of the given reaction.. Dataset: Forward reaction prediction with 1.9M reactions from USPTO patents (1976-2016) Given the reactants [N:1]1[C:10]2[C:9](=[N:11]O)[CH2:8][CH2:7][CH2:6][C:5]=2[CH:4]=[CH:3][CH:2]=1, predict the reaction product. The product is: [NH2:11][CH:9]1[C:10]2[N:1]=[CH:2][CH:3]=[CH:4][C:5]=2[CH2:6][CH2:7][CH2:8]1.